From a dataset of Full USPTO retrosynthesis dataset with 1.9M reactions from patents (1976-2016). Predict the reactants needed to synthesize the given product. (1) Given the product [O:32]1[CH2:33][CH2:34][N:29]([CH2:28][C:25]2[CH:26]=[CH:27][C:21]3[N:20]=[C:19]([C:7]4[C:6]5[C:10](=[CH:11][CH:12]=[C:4]([NH2:1])[CH:5]=5)[N:9]([CH:13]5[CH2:18][CH2:17][CH2:16][CH2:15][O:14]5)[N:8]=4)[NH:23][C:22]=3[CH:24]=2)[CH2:30][CH2:31]1, predict the reactants needed to synthesize it. The reactants are: [N+:1]([C:4]1[CH:5]=[C:6]2[C:10](=[CH:11][CH:12]=1)[N:9]([CH:13]1[CH2:18][CH2:17][CH2:16][CH2:15][O:14]1)[N:8]=[C:7]2[C:19]1[NH:23][C:22]2[CH:24]=[C:25]([CH2:28][N:29]3[CH2:34][CH2:33][O:32][CH2:31][CH2:30]3)[CH:26]=[CH:27][C:21]=2[N:20]=1)([O-])=O.[H][H]. (2) Given the product [C:30]([C:27]([C:23]1[CH:22]=[C:21]([CH:26]=[CH:25][CH:24]=1)[C:20]([NH:19][C:14]1[CH:15]=[CH:16][C:17]([CH3:18])=[C:12]([NH:11][C:6]2[N:7]=[CH:8][C:9]3[N:10]=[C:2]([NH:1][C:36]([CH:33]4[CH2:35][CH2:34]4)=[O:37])[S:3][C:4]=3[N:5]=2)[CH:13]=1)=[O:32])([CH3:29])[CH3:28])#[N:31], predict the reactants needed to synthesize it. The reactants are: [NH2:1][C:2]1[S:3][C:4]2[N:5]=[C:6]([NH:11][C:12]3[CH:13]=[C:14]([NH:19][C:20](=[O:32])[C:21]4[CH:26]=[CH:25][CH:24]=[C:23]([C:27]([C:30]#[N:31])([CH3:29])[CH3:28])[CH:22]=4)[CH:15]=[CH:16][C:17]=3[CH3:18])[N:7]=[CH:8][C:9]=2[N:10]=1.[CH:33]1([C:36](Cl)=[O:37])[CH2:35][CH2:34]1.C(=O)([O-])O.[Na+]. (3) Given the product [F:19][C:17]([F:18])([F:20])[C:14]1[CH:15]=[CH:16][C:11]([O:10][C:7]2[CH:8]=[CH:9][C:4]([CH2:3][OH:2])=[CH:5][CH:6]=2)=[N:12][CH:13]=1, predict the reactants needed to synthesize it. The reactants are: C[O:2][C:3](=O)[C:4]1[CH:9]=[CH:8][C:7]([O:10][C:11]2[CH:16]=[CH:15][C:14]([C:17]([F:20])([F:19])[F:18])=[CH:13][N:12]=2)=[C:6](C#N)[CH:5]=1.[H-].[H-].[H-].[H-].[Li+].[Al+3]. (4) Given the product [Cl:29][C:26]1[CH:27]=[CH:28][C:23]([C@H:21]2[C@@:14]3([C:15]4[C:20](=[CH:19][CH:18]=[CH:17][CH:16]=4)[N:12]([CH2:11][CH2:10][N:8]4[CH:9]=[C:5]([C:3]([OH:4])=[O:2])[N:6]=[CH:7]4)[C:13]3=[O:30])[CH2:22]2)=[CH:24][CH:25]=1, predict the reactants needed to synthesize it. The reactants are: C[O:2][C:3]([C:5]1[N:6]=[CH:7][N:8]([CH2:10][CH2:11][N:12]2[C:20]3[C:15](=[CH:16][CH:17]=[CH:18][CH:19]=3)[C@@:14]3([CH2:22][C@@H:21]3[C:23]3[CH:28]=[CH:27][C:26]([Cl:29])=[CH:25][CH:24]=3)[C:13]2=[O:30])[CH:9]=1)=[O:4].COC(C1N=CN(CCN2C3C(=CC=CC=3)[C@]3(C[C@H]3C3C=CC(Cl)=CC=3)C2=O)C=1)=O.O[Li].O. (5) Given the product [NH2:1][C:2]1[N:6]([CH3:7])[C:5](=[O:8])[C:4]([C:9]2[CH:14]=[C:13]([CH2:15][CH3:16])[N:12]=[C:11]([CH2:17][CH3:18])[CH:10]=2)([C:19]2[CH:24]=[CH:23][C:22]([F:25])=[C:21]([C:30]3[CH:31]=[N:32][CH:33]=[C:28]([F:27])[CH:29]=3)[CH:20]=2)[N:3]=1, predict the reactants needed to synthesize it. The reactants are: [NH2:1][C:2]1[N:6]([CH3:7])[C:5](=[O:8])[C:4]([C:19]2[CH:24]=[CH:23][C:22]([F:25])=[C:21](Br)[CH:20]=2)([C:9]2[CH:14]=[C:13]([CH2:15][CH3:16])[N:12]=[C:11]([CH2:17][CH3:18])[CH:10]=2)[N:3]=1.[F:27][C:28]1[CH:29]=[C:30]([Sn](CCCC)(CCCC)CCCC)[CH:31]=[N:32][CH:33]=1.